From a dataset of Forward reaction prediction with 1.9M reactions from USPTO patents (1976-2016). Predict the product of the given reaction. Given the reactants Cl[C:2]1[C:3](=[CH:8][C:9](=[S:15](=[O:17])=[O:16])[CH:10]([CH3:14])[C:11]=1C=O)C(OC)=O.[ClH:18].[NH2:19][OH:20].[C:21](=[O:24])([O-])[O-:22].[Na+].[Na+].[CH3:27]O, predict the reaction product. The product is: [Cl:18][C:11]1[C:10]([CH:14]=[N:19][OH:20])=[C:9]([S:15]([CH3:27])(=[O:17])=[O:16])[CH:8]=[CH:3][C:2]=1[C:21]([OH:22])=[O:24].